Dataset: Reaction yield outcomes from USPTO patents with 853,638 reactions. Task: Predict the reaction yield, written as a fraction of the theoretical maximum amount of product (1.0 means a 100% yield; for example, 0.34 means a 34% yield). The reactants are N1(C(=S)NC2[S:9][C:10]3[CH:16]=[C:15]([NH:17][C:18](=[O:20])[CH3:19])[CH:14]=[CH:13][C:11]=3[N:12]=2)C=CN=C1.[CH2:22]([N:24]([CH2:27][CH3:28])[CH2:25][CH3:26])[CH3:23].[CH:29]([N:32]=C=NC(C)C)(C)C.[CH:38](Cl)(Cl)Cl.C[N:43]([CH3:46])[CH:44]=[O:45]. The catalyst is O. The product is [N:24]12[CH2:27][CH2:28][CH:38]([CH2:26][CH2:25]1)[C@@:23]1([O:45][C:44]([NH:43][C:46]3[S:9][C:10]4[CH:16]=[C:15]([NH:17][C:18](=[O:20])[CH3:19])[CH:14]=[CH:13][C:11]=4[N:12]=3)=[N:32][CH2:29]1)[CH2:22]2. The yield is 0.412.